This data is from Full USPTO retrosynthesis dataset with 1.9M reactions from patents (1976-2016). The task is: Predict the reactants needed to synthesize the given product. (1) Given the product [Br:9][C:10]1[CH:15]=[C:14]([CH2:16][N:3]2[CH2:7][CH2:6][CH2:5][C:4]2=[O:8])[CH:13]=[N:12][CH:11]=1, predict the reactants needed to synthesize it. The reactants are: [H-].[Na+].[NH:3]1[CH2:7][CH2:6][CH2:5][C:4]1=[O:8].[Br:9][C:10]1[CH:11]=[N:12][CH:13]=[C:14]([CH2:16]Cl)[CH:15]=1. (2) Given the product [CH2:5]([C:7]1[CH:12]=[C:11]([CH3:13])[CH:10]=[C:9]([CH2:14][CH3:15])[C:8]=1[C:16]1[C:26](=[O:27])[CH2:25][C:19]2([CH2:18][C:17]=1[O:28][CH2:3][C:2]#[CH:1])[CH2:24][CH2:23][O:22][CH2:21][CH2:20]2)[CH3:6], predict the reactants needed to synthesize it. The reactants are: [CH2:1](Br)[C:2]#[CH:3].[CH2:5]([C:7]1[CH:12]=[C:11]([CH3:13])[CH:10]=[C:9]([CH2:14][CH3:15])[C:8]=1[CH:16]1[C:26](=[O:27])[CH2:25][C:19]2([CH2:24][CH2:23][O:22][CH2:21][CH2:20]2)[CH2:18][C:17]1=[O:28])[CH3:6].C(=O)([O-])[O-].[K+].[K+]. (3) Given the product [N+:10]([C:5]1[CH:4]=[CH:3][C:2]([Cl:1])=[CH:9][C:6]=1[CH2:7][O:14][CH3:13])([O-:12])=[O:11], predict the reactants needed to synthesize it. The reactants are: [Cl:1][C:2]1[CH:3]=[CH:4][C:5]([N+:10]([O-:12])=[O:11])=[C:6]([CH:9]=1)[CH2:7]Br.[CH3:13][O-:14].[Na+]. (4) Given the product [O:19]=[C:12]1[C:13](=[O:22])[C:14]2[CH:1]=[CH:2][C:3]([NH:15][C:16](=[O:18])[CH3:17])=[CH:4][C:5]=2[C:6]2[C:11]1=[CH:10][CH:9]=[CH:8][CH:7]=2, predict the reactants needed to synthesize it. The reactants are: [CH:1]1[C:14]2[CH:13]=[CH:12][C:11]3[C:6](=[CH:7][CH:8]=[CH:9][CH:10]=3)[C:5]=2[CH:4]=[C:3]([NH:15][C:16](=[O:18])[CH3:17])[CH:2]=1.[OH2:19].C(O)(=[O:22])C. (5) Given the product [NH2:19][C:15]1[C:14]2[N:20]=[C:21]([CH2:30][CH3:31])[N:22]([CH2:23][CH:24]3[CH2:29][CH2:28][O:27][CH2:26][CH2:25]3)[C:13]=2[C:12]2[CH:11]=[CH:10][C:9]([OH:8])=[CH:18][C:17]=2[N:16]=1, predict the reactants needed to synthesize it. The reactants are: C([O:8][C:9]1[CH:10]=[CH:11][C:12]2[C:13]3[N:22]([CH2:23][CH:24]4[CH2:29][CH2:28][O:27][CH2:26][CH2:25]4)[C:21]([CH2:30][CH3:31])=[N:20][C:14]=3[C:15]([NH2:19])=[N:16][C:17]=2[CH:18]=1)C1C=CC=CC=1.C(O)C.CO.